This data is from Full USPTO retrosynthesis dataset with 1.9M reactions from patents (1976-2016). The task is: Predict the reactants needed to synthesize the given product. (1) Given the product [ClH:35].[CH3:8][C:5]1[CH:6]=[CH:7][C:2]2[NH:1][C:36](=[O:38])[N:9]([CH:10]3[CH2:11][CH2:12][N:13]([C@H:16]4[CH2:21][CH2:20][C@H:19]([O:22][CH:23]([CH3:25])[CH3:24])[CH2:18][CH2:17]4)[CH2:14][CH2:15]3)[C:3]=2[CH:4]=1, predict the reactants needed to synthesize it. The reactants are: [NH2:1][C:2]1[CH:7]=[CH:6][C:5]([CH3:8])=[CH:4][C:3]=1[NH:9][CH:10]1[CH2:15][CH2:14][N:13]([C@H:16]2[CH2:21][CH2:20][C@H:19]([O:22][CH:23]([CH3:25])[CH3:24])[CH2:18][CH2:17]2)[CH2:12][CH2:11]1.C(N(C(C)C)CC)(C)C.[Cl:35][C:36](Cl)([O:38]C(=O)OC(Cl)(Cl)Cl)Cl.Cl.C(OCC)C. (2) The reactants are: [C:1]1([CH2:7][C:8](O)=[O:9])[CH:6]=[CH:5][CH:4]=[CH:3][CH:2]=1.Cl.CN(C)CCCN=C=NCC.[NH2:23][C:24]1[N:29]=[C:28]2[NH:30][CH:31]=[C:32]([CH:33]=[C:34]([C:38]3[CH:43]=[CH:42][CH:41]=[CH:40][CH:39]=3)[C:35]([NH2:37])=[O:36])[C:27]2=[CH:26][CH:25]=1. Given the product [C:1]1([CH2:7][C:8]([NH:23][C:24]2[N:29]=[C:28]3[NH:30][CH:31]=[C:32]([CH:33]=[C:34]([C:38]4[CH:39]=[CH:40][CH:41]=[CH:42][CH:43]=4)[C:35]([NH2:37])=[O:36])[C:27]3=[CH:26][CH:25]=2)=[O:9])[CH:6]=[CH:5][CH:4]=[CH:3][CH:2]=1, predict the reactants needed to synthesize it. (3) Given the product [CH3:23][NH:24][CH2:14][C:13]1[CH:16]=[C:17]([N+:20]([O-:22])=[O:21])[CH:18]=[CH:19][C:12]=1[N:9]1[CH2:10][CH2:11][O:6][CH2:7][CH2:8]1, predict the reactants needed to synthesize it. The reactants are: C(=O)(O)[O-].[Na+].[O:6]1[CH2:11][CH2:10][N:9]([C:12]2[CH:19]=[CH:18][C:17]([N+:20]([O-:22])=[O:21])=[CH:16][C:13]=2[CH:14]=O)[CH2:8][CH2:7]1.[CH3:23][NH2:24].[BH4-].[Na+]. (4) Given the product [I:11][C:10]1[C:3]2[C:4](=[N:5][CH:6]=[N:7][C:2]=2[NH2:1])[N:8]([C@H:12]2[CH2:17][CH2:16][C@@H:15]([N:23]3[CH2:24][CH2:25][N:20]([CH3:19])[CH2:21][CH2:22]3)[CH2:14][CH2:13]2)[N:9]=1, predict the reactants needed to synthesize it. The reactants are: [NH2:1][C:2]1[N:7]=[CH:6][N:5]=[C:4]2[N:8]([CH:12]3[CH2:17][CH2:16][C:15](=O)[CH2:14][CH2:13]3)[N:9]=[C:10]([I:11])[C:3]=12.[CH3:19][N:20]1[CH2:25][CH2:24][NH:23][CH2:22][CH2:21]1.C(O)(=O)C.C(O[BH-](OC(=O)C)OC(=O)C)(=O)C.[Na+]. (5) Given the product [NH2:26][C@@H:10]([CH2:11][C:12]1[CH:17]=[CH:16][C:15]([C:18]2[CH:23]=[CH:22][CH:21]=[C:20]([O:24][CH3:25])[N:19]=2)=[CH:14][CH:13]=1)[CH2:9][C@H:8]([OH:37])[C@@H:7]([NH:6][C:4](=[O:5])[C@@H:3]([N:45]1[CH2:49][CH2:48][N:47]([CH2:50][C:51]2[CH:56]=[CH:55][CH:54]=[C:53]([CH3:57])[N:52]=2)[C:46]1=[O:58])[C:2]([CH3:1])([CH3:59])[CH3:60])[CH2:38][C:39]1[CH:44]=[CH:43][CH:42]=[CH:41][CH:40]=1, predict the reactants needed to synthesize it. The reactants are: [CH3:1][C:2]([CH3:60])([CH3:59])[C@H:3]([N:45]1[CH2:49][CH2:48][N:47]([CH2:50][C:51]2[CH:56]=[CH:55][CH:54]=[C:53]([CH3:57])[N:52]=2)[C:46]1=[O:58])[C:4]([NH:6][C@@H:7]([CH2:38][C:39]1[CH:44]=[CH:43][CH:42]=[CH:41][CH:40]=1)[C@@H:8]([OH:37])[CH2:9][C@@H:10]([NH:26]C(=O)OCC1C=CC=CC=1)[CH2:11][C:12]1[CH:17]=[CH:16][C:15]([C:18]2[CH:23]=[CH:22][CH:21]=[C:20]([O:24][CH3:25])[N:19]=2)=[CH:14][CH:13]=1)=[O:5].Cl.